From a dataset of Catalyst prediction with 721,799 reactions and 888 catalyst types from USPTO. Predict which catalyst facilitates the given reaction. (1) Reactant: [F:1][CH:2]([F:33])[O:3][C:4]1[CH:5]=[C:6]2[C:10](=[CH:11][CH:12]=1)[N:9]([CH3:13])[N:8]=[C:7]2[C:14]1[N:15]=[C:16]2[C:22]([CH:23]=[O:24])=[CH:21][N:20]([CH2:25][O:26][CH2:27][CH2:28][Si:29]([CH3:32])([CH3:31])[CH3:30])[C:17]2=[N:18][CH:19]=1.S(=O)(=O)([OH:36])N.Cl([O-])=O.[Na+].OP([O-])(O)=O.[K+]. Product: [F:33][CH:2]([F:1])[O:3][C:4]1[CH:5]=[C:6]2[C:10](=[CH:11][CH:12]=1)[N:9]([CH3:13])[N:8]=[C:7]2[C:14]1[N:15]=[C:16]2[C:22]([C:23]([OH:36])=[O:24])=[CH:21][N:20]([CH2:25][O:26][CH2:27][CH2:28][Si:29]([CH3:30])([CH3:32])[CH3:31])[C:17]2=[N:18][CH:19]=1. The catalyst class is: 38. (2) Reactant: [Cl:1][C:2]1[CH:3]=[C:4]([NH:17][C:18]2[C:19]3[N:26]([CH2:27][C:28]4[CH:37]=[CH:36][C:31]([C:32]([O:34]C)=[O:33])=[CH:30][CH:29]=4)[N:25]=[CH:24][C:20]=3[N:21]=[CH:22][N:23]=2)[CH:5]=[CH:6][C:7]=1[O:8][CH2:9][C:10]1[CH:15]=[CH:14][CH:13]=[C:12]([F:16])[CH:11]=1.O1CCCC1.CO.[OH-].[Na+].Cl. Product: [Cl:1][C:2]1[CH:3]=[C:4]([NH:17][C:18]2[C:19]3[N:26]([CH2:27][C:28]4[CH:29]=[CH:30][C:31]([C:32]([OH:34])=[O:33])=[CH:36][CH:37]=4)[N:25]=[CH:24][C:20]=3[N:21]=[CH:22][N:23]=2)[CH:5]=[CH:6][C:7]=1[O:8][CH2:9][C:10]1[CH:15]=[CH:14][CH:13]=[C:12]([F:16])[CH:11]=1. The catalyst class is: 6. (3) Reactant: [Br:1][C:2]1[CH:3]=[CH:4][C:5]([F:10])=[C:6]([CH:9]=1)[C:7]#[N:8].[Li+].CC([N-]C(C)C)C.CN(OC)[C:21]([CH:23]1[CH2:28][CH2:27][N:26]([C:29]([O:31][C:32]([CH3:35])([CH3:34])[CH3:33])=[O:30])[CH2:25][CH2:24]1)=[O:22].[Cl-].[NH4+].C. Product: [Br:1][C:2]1[CH:9]=[C:6]([C:7]#[N:8])[C:5]([F:10])=[C:4]([C:21]([CH:23]2[CH2:28][CH2:27][N:26]([C:29]([O:31][C:32]([CH3:35])([CH3:34])[CH3:33])=[O:30])[CH2:25][CH2:24]2)=[O:22])[CH:3]=1. The catalyst class is: 56. (4) Reactant: [P:1]([O-:6])([O:4][CH3:5])[O:2][CH3:3].C(N(CC)CC)C.[CH:14](/[C:22]1[C:30]2[C:25](=[CH:26][CH:27]=[C:28](OS(C(F)(F)F)(=O)=O)[CH:29]=2)[NH:24][N:23]=1)=[CH:15]\[C:16]1[CH:21]=[CH:20][CH:19]=[CH:18][CH:17]=1. Product: [CH3:3][O:2][P:1]([C:28]1[CH:29]=[C:30]2[C:25](=[CH:26][CH:27]=1)[NH:24][N:23]=[C:22]2/[CH:14]=[CH:15]/[C:16]1[CH:21]=[CH:20][CH:19]=[CH:18][CH:17]=1)(=[O:6])[O:4][CH3:5]. The catalyst class is: 427. (5) Reactant: [Br:1][C:2]1[CH:10]=[C:9]2[C:5]([CH:6]=[CH:7][NH:8]2)=[CH:4][CH:3]=1.CC(C)([O-])C.[K+].[Cl:17][C:18]1[N:23]=[C:22](Cl)[CH:21]=[CH:20][N:19]=1. Product: [Br:1][C:2]1[CH:10]=[C:9]2[C:5]([CH:6]=[CH:7][N:8]2[C:20]2[CH:21]=[CH:22][N:23]=[C:18]([Cl:17])[N:19]=2)=[CH:4][CH:3]=1. The catalyst class is: 1. (6) Reactant: [F:1][C:2]1[C:3]([OH:27])=[CH:4][CH:5]=[C:6]2[C:11]=1[C:10]([CH3:13])([CH3:12])[C:9](=[O:14])[C:8]([C:15]([NH:17][CH2:18][C:19]([O:21][C:22]([CH3:25])([CH3:24])[CH3:23])=[O:20])=[O:16])=[C:7]2[OH:26].C([O-])([O-])=O.[K+].[K+].Br[CH2:35][CH:36]([CH3:38])[CH3:37]. Product: [F:1][C:2]1[C:3]([O:27][CH2:35][CH:36]([CH3:38])[CH3:37])=[CH:4][CH:5]=[C:6]2[C:11]=1[C:10]([CH3:13])([CH3:12])[C:9](=[O:14])[C:8]([C:15]([NH:17][CH2:18][C:19]([O:21][C:22]([CH3:25])([CH3:24])[CH3:23])=[O:20])=[O:16])=[C:7]2[OH:26]. The catalyst class is: 10. (7) Reactant: [CH3:1][O:2][C:3]1[CH:4]=[C:5]2[C:10](=[CH:11][CH:12]=1)[NH:9][C:8](=[O:13])[CH2:7][CH2:6]2.[N:14]([O-:16])=[O:15].[Na+]. Product: [CH3:1][O:2][C:3]1[CH:4]=[C:5]2[C:10](=[CH:11][C:12]=1[N+:14]([O-:16])=[O:15])[NH:9][C:8](=[O:13])[CH2:7][CH2:6]2. The catalyst class is: 574. (8) Reactant: [Cl:1][C:2]1[CH:3]=[CH:4][C:5]2[O:9][CH:8]([C:10]([N:12]3[CH2:17][CH2:16][N:15](C(OC(C)(C)C)=O)[CH2:14][CH2:13]3)=[O:11])[CH2:7][C:6]=2[CH:25]=1.FC(F)(F)C(O)=O.O.C(=O)(O)[O-].[Na+]. Product: [Cl:1][C:2]1[CH:3]=[CH:4][C:5]2[O:9][CH:8]([C:10]([N:12]3[CH2:13][CH2:14][NH:15][CH2:16][CH2:17]3)=[O:11])[CH2:7][C:6]=2[CH:25]=1. The catalyst class is: 4. (9) Reactant: C(OC([N:8]1[CH2:13][CH2:12][CH:11]([CH2:14][O:15][C:16]2[CH:25]=[C:24]3[C:19]([C:20]([NH:26][C:27]4[CH:32]=[C:31]([NH:33][C:34](=[O:46])[C:35]5[CH:40]=[CH:39][CH:38]=[C:37]([C:41]([C:44]#[N:45])([CH3:43])[CH3:42])[CH:36]=5)[CH:30]=[CH:29][C:28]=4[CH3:47])=[N:21][CH:22]=[N:23]3)=[CH:18][CH:17]=2)[CH2:10][CH2:9]1)=O)(C)(C)C. The catalyst class is: 89. Product: [C:44]([C:41]([C:37]1[CH:36]=[C:35]([CH:40]=[CH:39][CH:38]=1)[C:34]([NH:33][C:31]1[CH:30]=[CH:29][C:28]([CH3:47])=[C:27]([NH:26][C:20]2[C:19]3[C:24](=[CH:25][C:16]([O:15][CH2:14][CH:11]4[CH2:10][CH2:9][NH:8][CH2:13][CH2:12]4)=[CH:17][CH:18]=3)[N:23]=[CH:22][N:21]=2)[CH:32]=1)=[O:46])([CH3:42])[CH3:43])#[N:45]. (10) Reactant: C([N:3]([CH2:6][CH3:7])CC)C.Cl.NO.CC([C:14]1[C:19]([F:20])=[CH:18][CH:17]=[CH:16][C:15]=1[F:21])=O. Product: [F:20][C:19]1[CH:18]=[CH:17][CH:16]=[C:15]([F:21])[C:14]=1[CH:6]([NH2:3])[CH3:7]. The catalyst class is: 8.